Dataset: Reaction yield outcomes from USPTO patents with 853,638 reactions. Task: Predict the reaction yield, written as a fraction of the theoretical maximum amount of product (1.0 means a 100% yield; for example, 0.34 means a 34% yield). (1) The reactants are [CH2:1]([C:3]1[CH:8]=[C:7]([OH:9])[C:6]([F:10])=[CH:5][C:4]=1[C:11]1[N:16]=[C:15]([NH:17][CH2:18][C:19]2[CH:24]=[CH:23][C:22]([O:25]C)=[CH:21][C:20]=2[N:27]([CH3:32])[S:28]([CH3:31])(=[O:30])=[O:29])[C:14]2[C:33]([C:36]([NH:38][CH3:39])=[O:37])=[N:34][NH:35][C:13]=2[CH:12]=1)[CH3:2].B(Br)(Br)Br. The catalyst is C(Cl)Cl. The product is [CH2:1]([C:3]1[CH:8]=[C:7]([OH:9])[C:6]([F:10])=[CH:5][C:4]=1[C:11]1[N:16]=[C:15]([NH:17][CH2:18][C:19]2[CH:24]=[CH:23][C:22]([OH:25])=[CH:21][C:20]=2[N:27]([CH3:32])[S:28]([CH3:31])(=[O:30])=[O:29])[C:14]2[C:33]([C:36]([NH:38][CH3:39])=[O:37])=[N:34][NH:35][C:13]=2[CH:12]=1)[CH3:2]. The yield is 0.410. (2) The reactants are [CH2:1]([O:8][C:9]([NH:11][CH:12]([CH2:17][C:18]1([CH3:24])[CH2:23][CH2:22][CH2:21][CH2:20][CH2:19]1)[C:13]([O:15]C)=[O:14])=[O:10])[C:2]1[CH:7]=[CH:6][CH:5]=[CH:4][CH:3]=1.[OH-].[K+].CO. The catalyst is O. The product is [CH2:1]([O:8][C:9]([NH:11][CH:12]([CH2:17][C:18]1([CH3:24])[CH2:23][CH2:22][CH2:21][CH2:20][CH2:19]1)[C:13]([OH:15])=[O:14])=[O:10])[C:2]1[CH:3]=[CH:4][CH:5]=[CH:6][CH:7]=1. The yield is 0.360. (3) The reactants are [CH2:1]([O:3][C:4]([C:6]1[N:7]([C:19]2[CH:24]=[CH:23][C:22]([O:25][CH:26]([CH3:28])[CH3:27])=[CH:21][CH:20]=2)[C:8]2[C:13]([C:14]=1[Cl:15])=[CH:12][C:11](B(O)O)=[CH:10][CH:9]=2)=[O:5])[CH3:2].Br[C:30]1[CH:35]=[CH:34][C:33]([C:36]([F:39])([F:38])[F:37])=[CH:32][N:31]=1.C(=O)([O-])[O-].[Na+].[Na+].CCO. The catalyst is CCOC(C)=O.C1C=CC([P]([Pd]([P](C2C=CC=CC=2)(C2C=CC=CC=2)C2C=CC=CC=2)([P](C2C=CC=CC=2)(C2C=CC=CC=2)C2C=CC=CC=2)[P](C2C=CC=CC=2)(C2C=CC=CC=2)C2C=CC=CC=2)(C2C=CC=CC=2)C2C=CC=CC=2)=CC=1.C1(C)C=CC=CC=1. The product is [CH2:1]([O:3][C:4]([C:6]1[N:7]([C:19]2[CH:24]=[CH:23][C:22]([O:25][CH:26]([CH3:28])[CH3:27])=[CH:21][CH:20]=2)[C:8]2[C:13]([C:14]=1[Cl:15])=[CH:12][C:11]([C:30]1[CH:35]=[CH:34][C:33]([C:36]([F:39])([F:38])[F:37])=[CH:32][N:31]=1)=[CH:10][CH:9]=2)=[O:5])[CH3:2]. The yield is 0.950. (4) The reactants are [C:1]([O:5][C:6]([N:8]1[CH2:13][CH2:12][NH:11][CH2:10][CH2:9]1)=[O:7])([CH3:4])([CH3:3])[CH3:2].O.[CH:15]([CH:17]1[CH2:19][CH2:18]1)=O.C([BH3-])#N.[Na+]. The catalyst is C1COCC1.C(O)(=O)C. The product is [C:1]([O:5][C:6]([N:8]1[CH2:13][CH2:12][N:11]([CH2:15][CH:17]2[CH2:19][CH2:18]2)[CH2:10][CH2:9]1)=[O:7])([CH3:4])([CH3:2])[CH3:3]. The yield is 0.800. (5) The reactants are [CH2:1]([N-:15][CH2:16][CH2:17][CH2:18][CH2:19][CH2:20][CH2:21][CH2:22][CH2:23][CH2:24][CH2:25][CH2:26][CH2:27][CH2:28][CH3:29])[CH2:2][CH2:3][CH2:4][CH2:5][CH2:6][CH2:7][CH2:8][CH2:9][CH2:10][CH2:11][CH2:12][CH2:13][CH3:14].O.[OH-].[Na+].C(N(CC)CC)C. The catalyst is C1COCC1. The product is [CH2:16]([NH:15][CH2:1][CH2:2][CH2:3][CH2:4][CH2:5][CH2:6][CH2:7][CH2:8][CH2:9][CH2:10][CH2:11][CH2:12][CH2:13][CH3:14])[CH2:17][CH2:18][CH2:19][CH2:20][CH2:21][CH2:22][CH2:23][CH2:24][CH2:25][CH2:26][CH2:27][CH2:28][CH3:29]. The yield is 0.920. (6) The reactants are [CH3:1][Si](C=[N+]=[N-])(C)C.[Br:8][C:9]1[CH:14]=[CH:13][C:12]([S:15]([NH:18][C@H:19]([CH3:22])[CH2:20][OH:21])(=[O:17])=[O:16])=[CH:11][CH:10]=1.F[B-](F)(F)F.[H+].O. The catalyst is C(Cl)Cl. The product is [Br:8][C:9]1[CH:10]=[CH:11][C:12]([S:15]([NH:18][C@H:19]([CH3:22])[CH2:20][O:21][CH3:1])(=[O:16])=[O:17])=[CH:13][CH:14]=1. The yield is 0.150.